This data is from Catalyst prediction with 721,799 reactions and 888 catalyst types from USPTO. The task is: Predict which catalyst facilitates the given reaction. (1) Reactant: [OH:1][C:2]1[CH:3]=[C:4]([CH2:8][NH:9][C:10](=[O:18])[C:11]2[CH:16]=[CH:15][CH:14]=[N:13][C:12]=2[NH2:17])[CH:5]=[CH:6][CH:7]=1.CS(O)(=O)=O.[CH2:24]([O:26][CH2:27][CH2:28][CH3:29])[CH3:25].C(=O)([O-])[O-].[Cs+].[Cs+].CN(C=O)C. Product: [CH2:24]([O:26][CH2:27][CH2:28][CH2:29][O:1][C:2]1[CH:3]=[C:4]([CH2:8][NH:9][C:10](=[O:18])[C:11]2[CH:16]=[CH:15][CH:14]=[N:13][C:12]=2[NH2:17])[CH:5]=[CH:6][CH:7]=1)[CH3:25]. The catalyst class is: 6. (2) Reactant: C([O:5][C:6]([C@H:8]1[CH2:12][CH2:11][CH2:10][N:9]1[C:13](=[O:40])[CH2:14][O:15][C:16]1[CH:21]=[C:20]([C:22]#[N:23])[CH:19]=[C:18]([O:24][CH2:25][C:26]([N:28]2[CH2:32][CH2:31][CH2:30][C@@H:29]2[C:33]([O:35]C(C)(C)C)=[O:34])=[O:27])[CH:17]=1)=[O:7])(C)(C)C. Product: [C:33]([C@H:29]1[CH2:30][CH2:31][CH2:32][N:28]1[C:26](=[O:27])[CH2:25][O:24][C:18]1[CH:17]=[C:16]([CH:21]=[C:20]([C:22]#[N:23])[CH:19]=1)[O:15][CH2:14][C:13]([N:9]1[CH2:10][CH2:11][CH2:12][C@@H:8]1[C:6]([OH:7])=[O:5])=[O:40])([OH:35])=[O:34]. The catalyst class is: 55. (3) Reactant: [C:1]([O:5][C:6]([N:8]1[C:12](=[O:13])[CH2:11][CH2:10][C@H:9]1CC1C=CC(C2C=CC=CC=2)=CC=1)=[O:7])([CH3:4])([CH3:3])[CH3:2].C(OC(N(CC)CC)N(CC)CC)(C)(C)C. Product: [C:1]([O:5][C:6]([N:8]1[CH2:9][CH2:10][CH2:11][C:12]1=[O:13])=[O:7])([CH3:4])([CH3:2])[CH3:3]. The catalyst class is: 480. (4) Reactant: [CH3:1][N:2]1[CH2:6][CH2:5][CH2:4][CH2:3]1.[O:7](C)[S:8]([C:11]([F:14])([F:13])[F:12])(=[O:10])=[O:9]. Product: [F:12][C:11]([F:14])([F:13])[S:8]([O-:10])(=[O:9])=[O:7].[CH3:1][N+:2]1([CH3:11])[CH2:6][CH2:5][CH2:4][CH2:3]1. The catalyst class is: 81. (5) Reactant: [CH2:1]([O:8][C:9]1[C:13]([O:14][CH2:15][C:16]2[CH:21]=[CH:20][CH:19]=[CH:18][CH:17]=2)=[C:12]([C:22](=O)[NH2:23])[N:11]([C:25]2[CH:30]=[CH:29][C:28]([F:31])=[CH:27][CH:26]=2)[C:10]=1[C:32]([O:34][CH2:35][CH3:36])=[O:33])[C:2]1[CH:7]=[CH:6][CH:5]=[CH:4][CH:3]=1.C(OC1C(OCC2C=CC=CC=2)=C(C(=O)N(C)C)N(C2C=CC(F)=CC=2)C=1C([O-])=O)C1C=CC=CC=1.C([NH+](CC)CC)C.[Cl-].[NH4+].C(N(CC)CC)C.FC(F)(F)C(OC(=O)C(F)(F)F)=O. Product: [CH2:1]([O:8][C:9]1[C:13]([O:14][CH2:15][C:16]2[CH:21]=[CH:20][CH:19]=[CH:18][CH:17]=2)=[C:12]([C:22]#[N:23])[N:11]([C:25]2[CH:30]=[CH:29][C:28]([F:31])=[CH:27][CH:26]=2)[C:10]=1[C:32]([O:34][CH2:35][CH3:36])=[O:33])[C:2]1[CH:7]=[CH:6][CH:5]=[CH:4][CH:3]=1. The catalyst class is: 2. (6) Reactant: Cl[C:2]1[C:11]2[C:6](=[CH:7][C:8]([O:14][CH3:15])=[C:9]([O:12][CH3:13])[CH:10]=2)[N:5]=[CH:4][N:3]=1.[Br:16][C:17]1[CH:25]=[CH:24][CH:23]=[C:22]2[C:18]=1[CH2:19][CH2:20][NH:21]2.[I-].[Na+].C(=O)([O-])[O-].[K+].[K+]. Product: [Br:16][C:17]1[CH:25]=[CH:24][CH:23]=[C:22]2[C:18]=1[CH2:19][CH2:20][N:21]2[C:2]1[C:11]2[C:6](=[CH:7][C:8]([O:14][CH3:15])=[C:9]([O:12][CH3:13])[CH:10]=2)[N:5]=[CH:4][N:3]=1. The catalyst class is: 395. (7) Reactant: [N+:1]([C:4]1[C:5]([NH2:14])=[N:6][CH:7]=[C:8]([C:10]([F:13])([F:12])[F:11])[CH:9]=1)([O-])=O. Product: [F:13][C:10]([F:11])([F:12])[C:8]1[CH:9]=[C:4]([NH2:1])[C:5]([NH2:14])=[N:6][CH:7]=1. The catalyst class is: 29.